Dataset: Catalyst prediction with 721,799 reactions and 888 catalyst types from USPTO. Task: Predict which catalyst facilitates the given reaction. (1) Reactant: [C:1]([O-:4])(=[O:3])[CH3:2].[K+].[I-].[Na+].Cl[CH2:9][CH2:10][CH2:11][CH2:12][C:13]1[N:14]([CH2:41][CH2:42][CH3:43])[N:15]=[C:16]2[C:25]=1[C:24]1[CH:23]=[CH:22][CH:21]=[CH:20][C:19]=1[N:18]=[C:17]2[N:26]([C:34]([O:36][C:37]([CH3:40])([CH3:39])[CH3:38])=[O:35])[C:27]([O:29][C:30]([CH3:33])([CH3:32])[CH3:31])=[O:28]. Product: [C:1]([O:4][CH2:9][CH2:10][CH2:11][CH2:12][C:13]1[N:14]([CH2:41][CH2:42][CH3:43])[N:15]=[C:16]2[C:25]=1[C:24]1[CH:23]=[CH:22][CH:21]=[CH:20][C:19]=1[N:18]=[C:17]2[N:26]([C:34]([O:36][C:37]([CH3:40])([CH3:39])[CH3:38])=[O:35])[C:27]([O:29][C:30]([CH3:31])([CH3:32])[CH3:33])=[O:28])(=[O:3])[CH3:2]. The catalyst class is: 3. (2) Reactant: [CH3:1][C:2]1([CH:5]([C:7]2[CH:8]=[N:9][CH:10]=[CH:11][CH:12]=2)[OH:6])[CH2:4][CH2:3]1.[Cl:13][C:14]1[C:23](Cl)=[N:22][C:21]2[C:16](=[CH:17][CH:18]=[CH:19][CH:20]=2)[N:15]=1.[H-].[Na+].[Cl-].[NH4+]. Product: [Cl:13][C:14]1[C:23]([O:6][CH:5]([C:2]2([CH3:1])[CH2:4][CH2:3]2)[C:7]2[CH:8]=[N:9][CH:10]=[CH:11][CH:12]=2)=[N:22][C:21]2[C:16](=[CH:17][CH:18]=[CH:19][CH:20]=2)[N:15]=1. The catalyst class is: 20.